Dataset: Forward reaction prediction with 1.9M reactions from USPTO patents (1976-2016). Task: Predict the product of the given reaction. (1) Given the reactants [Br-].C([N+]1N=C([C@@H](OC)C)N([NH:18][CH:19]([C:25]2[CH:30]=[CH:29][CH:28]=[CH:27][CH:26]=2)[CH:20]([O:23][CH3:24])[O:21][CH3:22])C=1[C@@H](OC)C)C1C=CC=CC=1.[BH4-].[Li+].[OH-].[Na+], predict the reaction product. The product is: [C:25]1([CH:19]([NH2:18])[CH:20]([O:23][CH3:24])[O:21][CH3:22])[CH:30]=[CH:29][CH:28]=[CH:27][CH:26]=1. (2) Given the reactants C(O[CH:4](OCC)[CH:5]1[C:14]2([CH2:19][CH2:18][N:17](C(OC(C)(C)C)=O)[CH2:16][CH2:15]2)[O:13][C:12]2[C:7](=[CH:8][C:9]([F:27])=[CH:10][CH:11]=2)[C:6]1=O)C.[ClH:32].[NH2:33][N:34]([CH2:42][CH3:43])C(=O)OC(C)(C)C, predict the reaction product. The product is: [ClH:32].[CH2:42]([N:34]1[C:6]2[C:7]3[CH:8]=[C:9]([F:27])[CH:10]=[CH:11][C:12]=3[O:13][C:14]3([CH2:15][CH2:16][NH:17][CH2:18][CH2:19]3)[C:5]=2[CH:4]=[N:33]1)[CH3:43]. (3) Given the reactants [CH2:1]([O:3][P:4]([C:9]([C:12]1[CH:17]=[CH:16][C:15]([CH2:18][N:19]2[CH:23]=[CH:22][NH:21][C:20]2=[O:24])=[CH:14][C:13]=1[Br:25])([F:11])[F:10])(=[O:8])[O:5][CH2:6][CH3:7])[CH3:2].CC(C)([O-])C.[K+].Br[CH2:33][C:34]1[CH:43]=[CH:42][C:37]([C:38]([O:40][CH3:41])=[O:39])=[CH:36][CH:35]=1, predict the reaction product. The product is: [CH3:41][O:40][C:38](=[O:39])[C:37]1[CH:42]=[CH:43][C:34]([CH2:33][N:21]2[CH:22]=[CH:23][N:19]([CH2:18][C:15]3[CH:16]=[CH:17][C:12]([C:9]([P:4]([O:5][CH2:6][CH3:7])([O:3][CH2:1][CH3:2])=[O:8])([F:10])[F:11])=[C:13]([Br:25])[CH:14]=3)[C:20]2=[O:24])=[CH:35][CH:36]=1. (4) Given the reactants [Cl:1][C:2]1([Cl:7])[CH2:4][CH:3]1[CH:5]=O.[CH3:8][C:9]([S@:12]([NH2:14])=[O:13])([CH3:11])[CH3:10], predict the reaction product. The product is: [Cl:1][C:2]1([Cl:7])[CH2:4][CH:3]1[CH:5]=[N:14][S@@:12]([C:9]([CH3:11])([CH3:10])[CH3:8])=[O:13]. (5) Given the reactants [CH2:1]([C:12]1[N:16]=[C:15]([C:17]2[CH:24]=[CH:23][C:20]([CH:21]=O)=[CH:19][CH:18]=2)[O:14][N:13]=1)[CH2:2][CH2:3][CH2:4][CH2:5][CH2:6][CH2:7][CH2:8][CH2:9][CH2:10][CH3:11].Cl.[F:26][C:27]([F:40])([F:39])[S:28]([C:31]1[CH:38]=[CH:37][C:34]([CH2:35][NH2:36])=[CH:33][CH:32]=1)(=[O:30])=[O:29], predict the reaction product. The product is: [F:39][C:27]([F:26])([F:40])[S:28]([C:31]1[CH:38]=[CH:37][C:34]([CH2:35][NH:36][CH2:21][C:20]2[CH:23]=[CH:24][C:17]([C:15]3[O:14][N:13]=[C:12]([CH2:1][CH2:2][CH2:3][CH2:4][CH2:5][CH2:6][CH2:7][CH2:8][CH2:9][CH2:10][CH3:11])[N:16]=3)=[CH:18][CH:19]=2)=[CH:33][CH:32]=1)(=[O:29])=[O:30]. (6) Given the reactants [CH2:1]([O:3][C:4]1[CH:5]=[C:6]([CH:12]([N:18]2[C:26](=[O:27])[C:25]3[C:20](=[CH:21][CH:22]=[CH:23][C:24]=3[NH2:28])[C:19]2=[O:29])[CH2:13][S:14]([CH3:17])(=[O:16])=[O:15])[CH:7]=[CH:8][C:9]=1[O:10][CH3:11])[CH3:2].[CH:30]1([C:33](Cl)=[O:34])[CH2:32][CH2:31]1.CO.O, predict the reaction product. The product is: [CH:30]1([C:33]([NH:28][C:24]2[CH:23]=[CH:22][CH:21]=[C:20]3[C:25]=2[C:26](=[O:27])[N:18]([CH:12]([C:6]2[CH:7]=[CH:8][C:9]([O:10][CH3:11])=[C:4]([O:3][CH2:1][CH3:2])[CH:5]=2)[CH2:13][S:14]([CH3:17])(=[O:16])=[O:15])[C:19]3=[O:29])=[O:34])[CH2:32][CH2:31]1. (7) Given the reactants Cl[C:2]1[C:3]([O:16][CH2:17][C:18]2([C:22]([F:25])([F:24])[F:23])[CH2:21][CH2:20][CH2:19]2)=[CH:4][C:5]([F:15])=[C:6]([CH:14]=1)[C:7]([O:9]C(C)(C)C)=[O:8].[CH:26]1(B(O)O)[CH2:28][CH2:27]1.P([O-])([O-])([O-])=O.[K+].[K+].[K+].F[B-](F)(F)F.C1(P(C2CCCCC2)C2CCCCC2)CCCCC1, predict the reaction product. The product is: [CH:26]1([C:2]2[C:3]([O:16][CH2:17][C:18]3([C:22]([F:24])([F:25])[F:23])[CH2:19][CH2:20][CH2:21]3)=[CH:4][C:5]([F:15])=[C:6]([CH:14]=2)[C:7]([OH:9])=[O:8])[CH2:28][CH2:27]1. (8) Given the reactants C(OC(N1C2C(=CC(C3C=CC=CC=3OC)=CC=2)C(C(O)C)=CC1(C)C)=O)(C)(C)C.[CH3:31][O:32][C:33]1[CH:38]=[CH:37][CH:36]=[CH:35][C:34]=1[C:39]1[CH:40]=[C:41]2[C:46](=[CH:47][CH:48]=1)[NH:45][C:44]([CH3:50])([CH3:49])[CH:43]=[C:42]2[CH:51]([O:53][CH2:54]/[CH:55]=[CH:56]/[C:57]1C=CC=CC=1)[CH3:52].C[Si]([N-][Si](C)(C)C)(C)C.[Na+].C(Br)C=CC1C=CC=CC=1, predict the reaction product. The product is: [CH2:54]([O:53][CH:51]([C:42]1[C:41]2[C:46](=[CH:47][CH:48]=[C:39]([C:34]3[CH:35]=[CH:36][CH:37]=[CH:38][C:33]=3[O:32][CH3:31])[CH:40]=2)[NH:45][C:44]([CH3:50])([CH3:49])[CH:43]=1)[CH3:52])/[CH:55]=[CH:56]/[CH3:57]. (9) Given the reactants [CH3:1][C:2]([C@@H:17]1[CH2:22][CH2:21][NH:20][C:19](=[O:23])[CH2:18]1)([S:4]([C:7]1[CH:12]=[CH:11][CH:10]=[C:9]([C:13]([F:16])([F:15])[F:14])[CH:8]=1)(=[O:6])=[O:5])[CH3:3].C(=O)([O-])[O-].[K+].[K+].I[C:31]1[CH:36]=[CH:35][C:34]([C:37]([F:40])([F:39])[F:38])=[CH:33][CH:32]=1.CNCCNC, predict the reaction product. The product is: [CH3:3][C:2]([C@@H:17]1[CH2:22][CH2:21][N:20]([C:31]2[CH:36]=[CH:35][C:34]([C:37]([F:40])([F:39])[F:38])=[CH:33][CH:32]=2)[C:19](=[O:23])[CH2:18]1)([S:4]([C:7]1[CH:12]=[CH:11][CH:10]=[C:9]([C:13]([F:14])([F:16])[F:15])[CH:8]=1)(=[O:5])=[O:6])[CH3:1].